This data is from Forward reaction prediction with 1.9M reactions from USPTO patents (1976-2016). The task is: Predict the product of the given reaction. Given the reactants Cl[C:2]1[N:7]=[C:6]2[N:8]([CH:11]3[CH2:16][CH2:15][CH2:14][CH2:13][O:12]3)[N:9]=[CH:10][C:5]2=[C:4]([NH:17][CH2:18][C:19]2[CH:24]=[CH:23][CH:22]=[CH:21][C:20]=2[N:25]([CH3:30])[S:26]([CH3:29])(=[O:28])=[O:27])[N:3]=1.[CH2:31]([O:38][C:39]1[C:44]([F:45])=[CH:43][C:42](B2OC(C)(C)C(C)(C)O2)=[C:41]([CH2:55][CH3:56])[CH:40]=1)[C:32]1[CH:37]=[CH:36][CH:35]=[CH:34][CH:33]=1.P([O-])([O-])([O-])=O.[K+].[K+].[K+], predict the reaction product. The product is: [CH2:31]([O:38][C:39]1[C:44]([F:45])=[CH:43][C:42]([C:2]2[N:7]=[C:6]3[N:8]([CH:11]4[CH2:16][CH2:15][CH2:14][CH2:13][O:12]4)[N:9]=[CH:10][C:5]3=[C:4]([NH:17][CH2:18][C:19]3[CH:24]=[CH:23][CH:22]=[CH:21][C:20]=3[N:25]([CH3:30])[S:26]([CH3:29])(=[O:28])=[O:27])[N:3]=2)=[C:41]([CH2:55][CH3:56])[CH:40]=1)[C:32]1[CH:37]=[CH:36][CH:35]=[CH:34][CH:33]=1.